From a dataset of Reaction yield outcomes from USPTO patents with 853,638 reactions. Predict the reaction yield, written as a fraction of the theoretical maximum amount of product (1.0 means a 100% yield; for example, 0.34 means a 34% yield). The reactants are C([N:3]([CH2:13][CH3:14])[C:4](=[O:12])[C:5]1[CH:10]=[CH:9][CH:8]=[CH:7][C:6]=1[CH3:11])C.[N:15]1([CH2:22]CC#N)[CH2:21][CH2:20][CH2:19][CH2:18][CH2:17][CH2:16]1. No catalyst specified. The product is [N:15]1([CH2:22][CH2:14][C:13]2[NH:3][C:4](=[O:12])[C:5]3[C:6]([CH:11]=2)=[CH:7][CH:8]=[CH:9][CH:10]=3)[CH2:21][CH2:20][CH2:19][CH2:18][CH2:17][CH2:16]1. The yield is 0.0700.